Dataset: Human Reference Interactome with 51,813 positive PPI pairs across 8,248 proteins, plus equal number of experimentally-validated negative pairs. Task: Binary Classification. Given two protein amino acid sequences, predict whether they physically interact or not. Protein 1 (ENSG00000179855) has sequence MEGAAAREARGTETPRASAPPPAPSEPPAAPRARPRLVFRTQLAHGSPTGKIEGFTNVRELYAKIAEAFGIAPTEILFCTLNSHKVDMQKLLGGQIGLEDFIFAHVRGETKEVEVTKTEDALGLTITDNGAGYAFIKRIKEGSIINRIEAVCVGDSIEAINDHSIVGCRHYEVAKMLRELPKSQPFTLRLVQPKRAFDMIGQRSRSSKCPVEAKVTSGRETLRLRSGGAATVEEAPSEFEEEASRKVDDLLESYMGIRDPELASTMVETSKKTASAQEFARCLDSVLGEFAFPDEFVVEV.... Protein 2 (ENSG00000135374) has sequence MLDSVTHSTFLPNASFCDPLMSWTDLFSNEEYYPAFEHQTACDSYWTSVHPEYWTKRHVWEWLQFCCDQYKLDTNCISFCNFNISGLQLCSMTQEEFVEAAGLCGEYLYFILQNIRTQGYSFFNDAEESKATIKDYADSNCLKTSGIKSQDCHSHSRTSLQSSHLWEFVRDLLLSPEENCGILEWEDREQGIFRVVKSEALAKMWGQRKKNDRMTYEKLSRALRYYYKTGILERVDRRLVYKFGKNAHGWQEDKL*MPSLPHSHRVMLDSVTHSTFLPNASFCDPLMSWTDLFSNEEYYP.... Result: 0 (the proteins do not interact).